This data is from Full USPTO retrosynthesis dataset with 1.9M reactions from patents (1976-2016). The task is: Predict the reactants needed to synthesize the given product. (1) Given the product [CH2:1]([C:3]1[C:4]([NH:11][CH:12]2[C:20]3[CH:15]=[CH:14][S:22][C:19]=3[CH2:18][CH2:17][CH2:16]2)=[N:5][C:6]([CH2:9][CH3:10])=[CH:7][N:8]=1)[CH3:2], predict the reactants needed to synthesize it. The reactants are: [CH2:1]([C:3]1[C:4]([NH:11][C@@H:12]2[C:20]3[C:15](=[CH:16][CH:17]=[CH:18][CH:19]=3)[CH2:14][C@@H]2O)=[N:5][C:6]([CH2:9][CH3:10])=[CH:7][N:8]=1)[CH3:2].[S:22]1C2CCCC(N)C=2C=C1. (2) Given the product [Cl:17][CH2:18][C:19]([NH:6][C:7]1[CH:12]=[CH:11][CH:10]=[C:9]([N+:13]([O-:15])=[O:14])[C:8]=1[OH:16])=[O:20], predict the reactants needed to synthesize it. The reactants are: C(=O)([O-])O.[Na+].[NH2:6][C:7]1[CH:12]=[CH:11][CH:10]=[C:9]([N+:13]([O-:15])=[O:14])[C:8]=1[OH:16].[Cl:17][CH2:18][C:19](Cl)=[O:20].[Cl-].[NH4+].